This data is from Forward reaction prediction with 1.9M reactions from USPTO patents (1976-2016). The task is: Predict the product of the given reaction. (1) The product is: [N+:8]([C:6]1[CH:5]=[N:4][CH:3]=[C:2]([C:12]#[C:11][Si:13]([CH3:16])([CH3:15])[CH3:14])[CH:7]=1)([O-:10])=[O:9]. Given the reactants Br[C:2]1[CH:3]=[N:4][CH:5]=[C:6]([N+:8]([O-:10])=[O:9])[CH:7]=1.[C:11]([Si:13]([CH3:16])([CH3:15])[CH3:14])#[CH:12], predict the reaction product. (2) Given the reactants [Br:1][C:2]1[CH:7]=[CH:6][C:5]([SH:8])=[CH:4][C:3]=1[F:9].[H-].[Na+].IC.Cl[CH2:15]Cl, predict the reaction product. The product is: [Br:1][C:2]1[CH:7]=[CH:6][C:5]([S:8][CH3:15])=[CH:4][C:3]=1[F:9]. (3) Given the reactants [N:1]([C:4]1[CH:9]=[CH:8][C:7]([NH:10][C:11]([C:13]2[CH:14]=[N:15][C:16]([NH:27][C:28](=[O:32])[NH:29][CH2:30][CH3:31])=[CH:17][C:18]=2[NH:19][C:20]2[CH:25]=[CH:24][C:23]([Cl:26])=[CH:22][CH:21]=2)=[O:12])=[CH:6][CH:5]=1)=[N+:2]=[N-:3].[C:33]([O:37][CH2:38][CH3:39])(=[O:36])[C:34]#[CH:35], predict the reaction product. The product is: [Cl:26][C:23]1[CH:24]=[CH:25][C:20]([NH:19][C:18]2[CH:17]=[C:16]([NH:27][C:28](=[O:32])[NH:29][CH2:30][CH3:31])[N:15]=[CH:14][C:13]=2[C:11]([NH:10][C:7]2[CH:6]=[CH:5][C:4]([N:1]3[CH:35]=[C:34]([C:33]([O:37][CH2:38][CH3:39])=[O:36])[N:3]=[N:2]3)=[CH:9][CH:8]=2)=[O:12])=[CH:21][CH:22]=1. (4) Given the reactants C([C@H]1CN(C2C=C[C:21]([O:24]C)=[C:20]3C=2C=CC(C(F)(F)F)=N3)CCN1CC(O)=O)C1C=CC=CC=1.[O:34]1[CH2:39][CH2:38][CH2:37][CH2:36][CH:35]1[O:40][NH2:41].C1CCC(N=C=NC2CCCCC2)CC1.CCOC(C)=O, predict the reaction product. The product is: [O:34]1[CH2:39][CH2:38][CH2:37][CH2:36][CH:35]1[O:40][NH:41][C:21](=[O:24])[CH3:20].